From a dataset of Forward reaction prediction with 1.9M reactions from USPTO patents (1976-2016). Predict the product of the given reaction. (1) Given the reactants [C:1]([O:5][C:6]([CH:8]1[CH:14](C(O)=O)[CH2:13][CH:12]=[CH:11][CH2:10][N:9]1[S:18]([C:21]1[CH:26]=[CH:25][C:24]([O:27][CH3:28])=[CH:23][CH:22]=1)(=[O:20])=[O:19])=[O:7])([CH3:4])([CH3:3])[CH3:2].C([N:32]([CH2:36]CC)CCC)CC.C1(P(N=[N+]=[N-])(C2C=CC=CC=2)=[O:46])C=CC=CC=1.[CH2:56]([OH:63])[C:57]1[CH:62]=[CH:61][CH:60]=[CH:59][CH:58]=1, predict the reaction product. The product is: [C:1]([O:5][C:6]([CH:8]1[CH:14]([NH:32][C:36]([O:63][CH2:56][C:57]2[CH:62]=[CH:61][CH:60]=[CH:59][CH:58]=2)=[O:46])[CH2:13][CH:12]=[CH:11][CH2:10][N:9]1[S:18]([C:21]1[CH:26]=[CH:25][C:24]([O:27][CH3:28])=[CH:23][CH:22]=1)(=[O:19])=[O:20])=[O:7])([CH3:3])([CH3:2])[CH3:4]. (2) Given the reactants [CH2:1]([O:8][C:9](=[O:25])[NH:10][C@@H:11]([CH2:23][OH:24])[C:12]([NH:14][C:15]1[CH:20]=[CH:19][C:18]([O:21][CH3:22])=[CH:17][CH:16]=1)=O)[C:2]1[CH:7]=[CH:6][CH:5]=[CH:4][CH:3]=1.S(N1C=CN=C1)(N1C=CN=C1)(=O)=O.[H-].[Na+].CO, predict the reaction product. The product is: [CH2:1]([O:8][C:9](=[O:25])[NH:10][C@H:11]1[CH2:12][N:14]([C:15]2[CH:20]=[CH:19][C:18]([O:21][CH3:22])=[CH:17][CH:16]=2)[C:23]1=[O:24])[C:2]1[CH:7]=[CH:6][CH:5]=[CH:4][CH:3]=1. (3) Given the reactants [N:1]1[CH:6]=[CH:5][CH:4]=[C:3](B(O)O)[CH:2]=1.C(=O)([O-])[O-].[K+].[K+].[Br:16][C:17]1[CH:18]=[C:19]2[C@:30]3([CH2:34][O:33][C:32]([NH2:35])=[N:31]3)[C:29]3[C:24](=[CH:25][CH:26]=[C:27](I)[CH:28]=3)[O:23][C:20]2=[N:21][CH:22]=1.O1CCOCC1, predict the reaction product. The product is: [Br:16][C:17]1[CH:18]=[C:19]2[C@:30]3([CH2:34][O:33][C:32]([NH2:35])=[N:31]3)[C:29]3[C:24](=[CH:25][CH:26]=[C:27]([C:3]4[CH:2]=[N:1][CH:6]=[CH:5][CH:4]=4)[CH:28]=3)[O:23][C:20]2=[N:21][CH:22]=1. (4) The product is: [Cl:1][C@H:2]1[C@H:6]([CH2:7][CH2:8][CH2:9][CH2:10][CH2:11][CH2:12][C:13]([O:15][CH2:16][CH2:17][CH3:18])=[O:14])[C@@H:5]([CH2:19][OH:20])[C@H:4]([O:21][CH:22]2[CH2:27][CH2:26][CH2:25][CH2:24][O:23]2)[CH2:3]1. Given the reactants [Cl:1][C@H:2]1[C@H:6]([CH2:7]/[CH:8]=[CH:9]\[CH2:10][CH2:11][CH2:12][C:13]([O:15][CH2:16][CH:17]=[CH2:18])=[O:14])[C@@H:5]([CH2:19][OH:20])[C@H:4]([O:21][CH:22]2[CH2:27][CH2:26][CH2:25][CH2:24][O:23]2)[CH2:3]1.[H][H], predict the reaction product. (5) Given the reactants [CH3:1][C:2]1[C:3]([CH2:14][S:15]([C:17]2[N:21]([CH2:22][OH:23])[C:20]3[CH:24]=[CH:25][CH:26]=[CH:27][C:19]=3[N:18]=2)=[O:16])=[N:4][CH:5]=[CH:6][C:7]=1[O:8][CH2:9][C:10]([F:13])([F:12])[F:11].C(N(CC)CC)C.[CH3:35][C:36]1[CH:44]=[CH:43][C:39]([C:40](Cl)=[O:41])=[CH:38][CH:37]=1.C(OCC)(=O)C, predict the reaction product. The product is: [CH3:35][C:36]1[CH:44]=[CH:43][C:39]([C:40]([O:23][CH2:22][N:21]2[C:20]3[CH:24]=[CH:25][CH:26]=[CH:27][C:19]=3[N:18]=[C:17]2[S:15]([CH2:14][C:3]2[C:2]([CH3:1])=[C:7]([O:8][CH2:9][C:10]([F:12])([F:11])[F:13])[CH:6]=[CH:5][N:4]=2)=[O:16])=[O:41])=[CH:38][CH:37]=1. (6) Given the reactants C1(P(C2C=CC=CC=2)C2(P(C3C=CC=CC=3)C3C=CC=CC=3)CC=C3C(C=CC=C3)=C2C2C3C(=CC=CC=3)C=CC=2)C=CC=CC=1.Br[C:48]1[CH:49]=[C:50]2[C:55](=[CH:56][CH:57]=1)[N:54]=[C:53]([CH3:58])[C:52]([C:59]([O:61][C:62]([CH3:65])([CH3:64])[CH3:63])=[O:60])=[C:51]2[C:66]1[CH:71]=[CH:70][C:69]([F:72])=[CH:68][CH:67]=1.CC(C)([O-])C.[K+].[NH:79]1[CH2:84][CH2:83][CH2:82][CH2:81][CH2:80]1, predict the reaction product. The product is: [F:72][C:69]1[CH:70]=[CH:71][C:66]([C:51]2[C:50]3[C:55](=[CH:56][CH:57]=[C:48]([N:79]4[CH2:84][CH2:83][CH2:82][CH2:81][CH2:80]4)[CH:49]=3)[N:54]=[C:53]([CH3:58])[C:52]=2[C:59]([O:61][C:62]([CH3:64])([CH3:63])[CH3:65])=[O:60])=[CH:67][CH:68]=1. (7) Given the reactants [OH:1][C@@H:2]1[CH2:7][CH2:6][CH2:5][CH2:4][C@H:3]1[N:8]1[C:32](=[O:33])[C:11]2=[CH:12][N:13]([CH2:20][C:21]3[CH:26]=[CH:25][C:24]([N:27]4[CH:31]=[CH:30][CH:29]=[N:28]4)=[CH:23][CH:22]=3)[C:14]3[CH:15]=[CH:16][CH:17]=[CH:18][C:19]=3[C:10]2=[N:9]1.C(N(C(C)C)CC)(C)C.CC1C(C)=NC=CC=1N.[C:52](Cl)(=[O:54])[CH3:53], predict the reaction product. The product is: [C:52]([O:1][CH:2]1[CH2:7][CH2:6][CH2:5][CH2:4][CH:3]1[N:8]1[C:32](=[O:33])[C:11]2=[CH:12][N:13]([CH2:20][C:21]3[CH:26]=[CH:25][C:24]([N:27]4[CH:31]=[CH:30][CH:29]=[N:28]4)=[CH:23][CH:22]=3)[C:14]3[CH:15]=[CH:16][CH:17]=[CH:18][C:19]=3[C:10]2=[N:9]1)(=[O:54])[CH3:53]. (8) Given the reactants B(F)(F)F.CCOCC.[OH:10][C:11]1[C:20]([CH3:21])=[C:19]2[C:14]([CH:15]=[C:16]([NH:23][C:24](=[O:33])[O:25][CH2:26][C:27]3[CH:32]=[CH:31][CH:30]=[CH:29][CH:28]=3)[C:17](=[O:22])[O:18]2)=[CH:13][C:12]=1[O:34][CH:35]([CH3:37])[CH3:36].ClC(Cl)(Cl)C(=N)O[C@H:42]1[C@@H:47]2[O:48][C:49](=[O:51])[O:50][C@@H:46]2[C@@H:45]([O:52][CH3:53])[C:44]([CH3:55])([CH3:54])[O:43]1.C(N(CC)CC)C, predict the reaction product. The product is: [CH:35]([O:34][C:12]1[CH:13]=[C:14]2[C:19](=[C:20]([CH3:21])[C:11]=1[O:10][C@H:42]1[C@@H:47]3[O:48][C:49](=[O:51])[O:50][C@@H:46]3[C@@H:45]([O:52][CH3:53])[C:44]([CH3:55])([CH3:54])[O:43]1)[O:18][C:17](=[O:22])[C:16]([NH:23][C:24](=[O:33])[O:25][CH2:26][C:27]1[CH:32]=[CH:31][CH:30]=[CH:29][CH:28]=1)=[CH:15]2)([CH3:37])[CH3:36].